Dataset: Peptide-MHC class I binding affinity with 185,985 pairs from IEDB/IMGT. Task: Regression. Given a peptide amino acid sequence and an MHC pseudo amino acid sequence, predict their binding affinity value. This is MHC class I binding data. (1) The peptide sequence is QLVFNSISA. The MHC is HLA-A02:06 with pseudo-sequence HLA-A02:06. The binding affinity (normalized) is 0.239. (2) The peptide sequence is KNISGQSPA. The MHC is HLA-A02:01 with pseudo-sequence HLA-A02:01. The binding affinity (normalized) is 0. (3) The peptide sequence is SEVKFKYVL. The MHC is HLA-B08:03 with pseudo-sequence HLA-B08:03. The binding affinity (normalized) is 0.0847.